This data is from NCI-60 drug combinations with 297,098 pairs across 59 cell lines. The task is: Regression. Given two drug SMILES strings and cell line genomic features, predict the synergy score measuring deviation from expected non-interaction effect. (1) Drug 1: CC(CN1CC(=O)NC(=O)C1)N2CC(=O)NC(=O)C2. Drug 2: CC1=C(C=C(C=C1)NC(=O)C2=CC=C(C=C2)CN3CCN(CC3)C)NC4=NC=CC(=N4)C5=CN=CC=C5. Cell line: DU-145. Synergy scores: CSS=10.9, Synergy_ZIP=-0.861, Synergy_Bliss=5.08, Synergy_Loewe=-0.110, Synergy_HSA=0.757. (2) Synergy scores: CSS=38.5, Synergy_ZIP=-13.3, Synergy_Bliss=-8.06, Synergy_Loewe=-2.50, Synergy_HSA=-1.21. Cell line: MDA-MB-231. Drug 1: COC1=CC(=CC(=C1O)OC)C2C3C(COC3=O)C(C4=CC5=C(C=C24)OCO5)OC6C(C(C7C(O6)COC(O7)C8=CC=CS8)O)O. Drug 2: CCC1=C2CN3C(=CC4=C(C3=O)COC(=O)C4(CC)O)C2=NC5=C1C=C(C=C5)O. (3) Drug 1: COC1=C(C=C2C(=C1)N=CN=C2NC3=CC(=C(C=C3)F)Cl)OCCCN4CCOCC4. Drug 2: CC1C(C(=O)NC(C(=O)N2CCCC2C(=O)N(CC(=O)N(C(C(=O)O1)C(C)C)C)C)C(C)C)NC(=O)C3=C4C(=C(C=C3)C)OC5=C(C(=O)C(=C(C5=N4)C(=O)NC6C(OC(=O)C(N(C(=O)CN(C(=O)C7CCCN7C(=O)C(NC6=O)C(C)C)C)C)C(C)C)C)N)C. Cell line: A498. Synergy scores: CSS=46.1, Synergy_ZIP=10.4, Synergy_Bliss=11.3, Synergy_Loewe=10.7, Synergy_HSA=10.7. (4) Drug 1: C1=CC=C(C(=C1)C(C2=CC=C(C=C2)Cl)C(Cl)Cl)Cl. Drug 2: CC1=C(C(=O)C2=C(C1=O)N3CC4C(C3(C2COC(=O)N)OC)N4)N. Cell line: M14. Synergy scores: CSS=42.2, Synergy_ZIP=0.102, Synergy_Bliss=1.69, Synergy_Loewe=-41.0, Synergy_HSA=3.11. (5) Drug 1: CCCS(=O)(=O)NC1=C(C(=C(C=C1)F)C(=O)C2=CNC3=C2C=C(C=N3)C4=CC=C(C=C4)Cl)F. Drug 2: C1=CC=C(C(=C1)C(C2=CC=C(C=C2)Cl)C(Cl)Cl)Cl. Cell line: NCI/ADR-RES. Synergy scores: CSS=5.95, Synergy_ZIP=0.733, Synergy_Bliss=6.74, Synergy_Loewe=6.24, Synergy_HSA=5.18. (6) Drug 1: CC1OCC2C(O1)C(C(C(O2)OC3C4COC(=O)C4C(C5=CC6=C(C=C35)OCO6)C7=CC(=C(C(=C7)OC)O)OC)O)O. Drug 2: C1=CN(C(=O)N=C1N)C2C(C(C(O2)CO)O)O.Cl. Cell line: SF-268. Synergy scores: CSS=26.9, Synergy_ZIP=1.24, Synergy_Bliss=5.46, Synergy_Loewe=-0.0517, Synergy_HSA=7.74. (7) Drug 1: CCC(=C(C1=CC=CC=C1)C2=CC=C(C=C2)OCCN(C)C)C3=CC=CC=C3.C(C(=O)O)C(CC(=O)O)(C(=O)O)O. Drug 2: CC1=C(N=C(N=C1N)C(CC(=O)N)NCC(C(=O)N)N)C(=O)NC(C(C2=CN=CN2)OC3C(C(C(C(O3)CO)O)O)OC4C(C(C(C(O4)CO)O)OC(=O)N)O)C(=O)NC(C)C(C(C)C(=O)NC(C(C)O)C(=O)NCCC5=NC(=CS5)C6=NC(=CS6)C(=O)NCCC[S+](C)C)O. Cell line: HCC-2998. Synergy scores: CSS=23.1, Synergy_ZIP=-7.40, Synergy_Bliss=-4.84, Synergy_Loewe=-6.46, Synergy_HSA=-0.487. (8) Drug 1: CN(CC1=CN=C2C(=N1)C(=NC(=N2)N)N)C3=CC=C(C=C3)C(=O)NC(CCC(=O)O)C(=O)O. Drug 2: CNC(=O)C1=NC=CC(=C1)OC2=CC=C(C=C2)NC(=O)NC3=CC(=C(C=C3)Cl)C(F)(F)F. Cell line: SK-OV-3. Synergy scores: CSS=60.1, Synergy_ZIP=18.0, Synergy_Bliss=18.6, Synergy_Loewe=17.5, Synergy_HSA=17.9. (9) Drug 1: C1=NC2=C(N1)C(=S)N=CN2. Drug 2: C1C(C(OC1N2C=NC(=NC2=O)N)CO)O. Cell line: NCI-H322M. Synergy scores: CSS=26.9, Synergy_ZIP=-0.560, Synergy_Bliss=3.29, Synergy_Loewe=-1.72, Synergy_HSA=3.03.